Task: Predict the reaction yield, written as a fraction of the theoretical maximum amount of product (1.0 means a 100% yield; for example, 0.34 means a 34% yield).. Dataset: Reaction yield outcomes from USPTO patents with 853,638 reactions (1) The reactants are C(C1C=C([NH:10][C:11]([NH:13][C:14]2[CH:19]=[CH:18][C:17]([Cl:20])=[CH:16][CH:15]=2)=[O:12])N(C2C=C(C=CC=2)C(OCC)=O)N=1)(C)(C)C.[H-].[H-].[H-].[H-].[Li+].[Al+3]. The catalyst is C1COCC1. The product is [Cl:20][C:17]1[CH:16]=[CH:15][C:14]([NH:13][C:11](=[O:12])[NH2:10])=[CH:19][CH:18]=1. The yield is 0.970. (2) The reactants are [CH2:1]([O:3][C:4](=[O:16])[C:5]([C:7]([CH3:15])([CH3:14])[O:8][SiH2:9][C:10]([CH3:13])([CH3:12])[CH3:11])=[CH2:6])[CH3:2].CO[CH2:19][N:20]([CH2:26][C:27]1[CH:32]=[CH:31][CH:30]=[CH:29][CH:28]=1)[CH2:21][Si](C)(C)C.FC(F)(F)C(O)=O. The catalyst is ClCCl. The product is [CH2:1]([O:3][C:4]([C:5]1([C:7]([CH3:15])([CH3:14])[O:8][SiH2:9][C:10]([CH3:13])([CH3:12])[CH3:11])[CH2:6][CH2:19][N:20]([CH2:26][C:27]2[CH:28]=[CH:29][CH:30]=[CH:31][CH:32]=2)[CH2:21]1)=[O:16])[CH3:2]. The yield is 0.690.